This data is from Forward reaction prediction with 1.9M reactions from USPTO patents (1976-2016). The task is: Predict the product of the given reaction. Given the reactants [CH2:1]([O:8][C:9]1[CH:10]=[CH:11][C:12]([C@@H:20]([O:47][Si:48]([C:51]([CH3:54])([CH3:53])[CH3:52])([CH3:50])[CH3:49])[CH2:21][N:22]([C:40]([O:42][C:43]([CH3:46])([CH3:45])[CH3:44])=[O:41])[CH2:23][CH2:24][C:25]2[CH:39]=[CH:38][C:28]([C:29]([O:31]C3C=CC=CC=3)=[O:30])=[CH:27][CH:26]=2)=[C:13]2[C:18]=1[NH:17][C:16](=[O:19])[CH:15]=[CH:14]2)[C:2]1[CH:7]=[CH:6][CH:5]=[CH:4][CH:3]=1.[OH-].[Na+], predict the reaction product. The product is: [CH2:1]([O:8][C:9]1[CH:10]=[CH:11][C:12]([C@@H:20]([O:47][Si:48]([C:51]([CH3:54])([CH3:53])[CH3:52])([CH3:49])[CH3:50])[CH2:21][N:22]([C:40]([O:42][C:43]([CH3:46])([CH3:44])[CH3:45])=[O:41])[CH2:23][CH2:24][C:25]2[CH:26]=[CH:27][C:28]([C:29]([OH:31])=[O:30])=[CH:38][CH:39]=2)=[C:13]2[C:18]=1[NH:17][C:16](=[O:19])[CH:15]=[CH:14]2)[C:2]1[CH:3]=[CH:4][CH:5]=[CH:6][CH:7]=1.